This data is from Full USPTO retrosynthesis dataset with 1.9M reactions from patents (1976-2016). The task is: Predict the reactants needed to synthesize the given product. (1) Given the product [F:12][C:13]1[CH:14]=[CH:15][C:16]([NH:19][C:20]2[N:25]=[CH:24][C:23]3[CH:26]=[C:27]([C:33]4[CH:37]=[N:36][NH:35][CH:34]=4)[NH:28][C:22]=3[CH:21]=2)=[N:17][CH:18]=1, predict the reactants needed to synthesize it. The reactants are: C1CCN2C(=NCCC2)CC1.[F:12][C:13]1[CH:14]=[CH:15][C:16]([NH:19][C:20]2[N:25]=[CH:24][C:23]3[CH:26]=[C:27]([C:33]4[CH:34]=[N:35][N:36](C(OC(C)(C)C)=O)[CH:37]=4)[N:28](S(C)(=O)=O)[C:22]=3[CH:21]=2)=[N:17][CH:18]=1. (2) Given the product [F:66][C:67]1[CH:72]=[CH:71][C:70]([F:73])=[CH:69][C:68]=1[C:74]1[N:79]=[C:78]([NH:80][C:48]2[C:49]3[C:50](=[CH:54][N:55]([CH2:57][C:58]4[CH:63]=[CH:62][C:61]([O:64][CH3:65])=[CH:60][CH:59]=4)[N:56]=3)[N:51]=[CH:52][CH:53]=2)[C:77]([CH3:81])=[CH:76][N:75]=1.[F:66][C:67]1[CH:72]=[CH:71][C:70]([F:73])=[CH:69][C:68]=1[C:74]1[N:79]=[C:78]([NH:80][C:48]2[CH:53]=[CH:52][N:51]=[C:50]3[CH:49]=[N:56][N:55]([CH2:57][C:58]4[CH:59]=[CH:60][C:61]([O:64][CH3:65])=[CH:62][CH:63]=4)[C:54]=23)[C:77]([CH3:81])=[CH:76][N:75]=1, predict the reactants needed to synthesize it. The reactants are: C1C=CC(P(C2C=CC3C(=CC=CC=3)C=2C2C3C(=CC=CC=3)C=CC=2P(C2C=CC=CC=2)C2C=CC=CC=2)C2C=CC=CC=2)=CC=1.I[C:48]1[C:49]2[C:50](=[CH:54][N:55]([CH2:57][C:58]3[CH:63]=[CH:62][C:61]([O:64][CH3:65])=[CH:60][CH:59]=3)[N:56]=2)[N:51]=[CH:52][CH:53]=1.[F:66][C:67]1[CH:72]=[CH:71][C:70]([F:73])=[CH:69][C:68]=1[C:74]1[N:79]=[C:78]([NH2:80])[C:77]([CH3:81])=[CH:76][N:75]=1.CC([O-])(C)C.[Na+]. (3) Given the product [C:19]([C@@H:23]1[CH2:24][CH2:25][C@H:26]([NH:29][CH2:8][C:6]2[CH:5]=[CH:4][C:3]([C:10]3[CH:15]=[CH:14][CH:13]=[C:12]([C:16]([NH2:18])=[O:17])[CH:11]=3)=[C:2]([F:1])[CH:7]=2)[CH2:27][CH2:28]1)([CH3:22])([CH3:20])[CH3:21], predict the reactants needed to synthesize it. The reactants are: [F:1][C:2]1[CH:7]=[C:6]([CH:8]=O)[CH:5]=[CH:4][C:3]=1[C:10]1[CH:15]=[CH:14][CH:13]=[C:12]([C:16]([NH2:18])=[O:17])[CH:11]=1.[C:19]([CH:23]1[CH2:28][CH2:27][CH:26]([NH2:29])[CH2:25][CH2:24]1)([CH3:22])([CH3:21])[CH3:20].C(O)(=O)C.C(O[BH-](OC(=O)C)OC(=O)C)(=O)C.[Na+]. (4) Given the product [FH:1].[F:1][C:2]([F:7])([F:6])[CH:3]([F:5])[CH2:4][F:8], predict the reactants needed to synthesize it. The reactants are: [F:1][C:2]([F:7])([F:6])[C:3]([F:5])=[CH2:4].[F:8]C(F)(F)C(F)C. (5) Given the product [NH2:8][C:4]1[N:5]=[CH:6][N:7]=[C:2]([NH:14][C@H:15]([C:18]2[N:27]([CH:28]3[CH2:30][CH2:29]3)[C:26](=[O:31])[C:25]3[C:20](=[CH:21][CH:22]=[CH:23][C:24]=3[CH3:32])[N:19]=2)[CH2:16][CH3:17])[C:3]=1[C:9]1[CH:13]=[CH:12][O:11][N:10]=1, predict the reactants needed to synthesize it. The reactants are: Cl[C:2]1[N:7]=[CH:6][N:5]=[C:4]([NH2:8])[C:3]=1[C:9]1[CH:13]=[CH:12][O:11][N:10]=1.[NH2:14][C@H:15]([C:18]1[N:27]([CH:28]2[CH2:30][CH2:29]2)[C:26](=[O:31])[C:25]2[C:20](=[CH:21][CH:22]=[CH:23][C:24]=2[CH3:32])[N:19]=1)[CH2:16][CH3:17].C(N(CC)C(C)C)(C)C. (6) Given the product [CH2:1]([C:3]1[CH:12]=[C:11]([F:25])[CH:10]=[CH:9][C:4]=1[C:5]([O:7][CH3:8])=[O:6])[CH3:2], predict the reactants needed to synthesize it. The reactants are: [CH2:1]([C:3]1[CH:12]=[C:11](C)[CH:10]=[CH:9][C:4]=1[C:5]([O:7][CH3:8])=[O:6])[CH3:2].BrC1C=C([F:25])C=CC=1C(OC)=O.